This data is from Full USPTO retrosynthesis dataset with 1.9M reactions from patents (1976-2016). The task is: Predict the reactants needed to synthesize the given product. Given the product [OH:52][N:51]=[C:49]([CH3:50])[C:48]([NH:47][CH2:46][CH2:45][CH:34]([CH2:35][CH2:36][NH:37][C:38]([CH3:43])([CH3:44])[C:39](=[N:41][OH:42])[CH3:40])[CH2:33][CH2:32][NH:31][C:30]([C:27]1[CH:26]=[CH:25][C:24]([CH2:23][N:11]([S:12]([C:15]2[CH:16]=[CH:17][C:18]([O:21][CH3:22])=[CH:19][CH:20]=2)(=[O:13])=[O:14])[CH:7]([CH:8]([CH3:10])[CH3:9])[C:6]([OH:56])=[O:5])=[CH:29][CH:28]=1)=[O:55])([CH3:54])[CH3:53], predict the reactants needed to synthesize it. The reactants are: C([O:5][C:6](=[O:56])[CH:7]([N:11]([CH2:23][C:24]1[CH:29]=[CH:28][C:27]([C:30](=[O:55])[NH:31][CH2:32][CH2:33][CH:34]([CH2:45][CH2:46][NH:47][C:48]([CH3:54])([CH3:53])[C:49](=[N:51][OH:52])[CH3:50])[CH2:35][CH2:36][NH:37][C:38]([CH3:44])([CH3:43])[C:39](=[N:41][OH:42])[CH3:40])=[CH:26][CH:25]=1)[S:12]([C:15]1[CH:20]=[CH:19][C:18]([O:21][CH3:22])=[CH:17][CH:16]=1)(=[O:14])=[O:13])[CH:8]([CH3:10])[CH3:9])(C)(C)C.Cl.